From a dataset of Reaction yield outcomes from USPTO patents with 853,638 reactions. Predict the reaction yield, written as a fraction of the theoretical maximum amount of product (1.0 means a 100% yield; for example, 0.34 means a 34% yield). (1) The reactants are C([O:8][C:9]1[CH:14]=[CH:13][N:12]=[CH:11][C:10]=1[C:15]1([CH2:30][OH:31])[C:23]2[C:18](=[CH:19][CH:20]=[CH:21][CH:22]=2)[N:17]([CH2:24][CH2:25][CH2:26][CH2:27][CH3:28])[C:16]1=[O:29])C1C=CC=CC=1. The catalyst is CO.[Pd]. The product is [OH:31][CH2:30][C:15]1([C:10]2[CH:11]=[N:12][CH:13]=[CH:14][C:9]=2[OH:8])[C:23]2[C:18](=[CH:19][CH:20]=[CH:21][CH:22]=2)[N:17]([CH2:24][CH2:25][CH2:26][CH2:27][CH3:28])[C:16]1=[O:29]. The yield is 0.510. (2) The reactants are [OH:1][C:2]1[CH:3]=[C:4]([CH:8]([C:12]2[CH:17]=[CH:16][CH:15]=[CH:14][CH:13]=2)[NH:9]C=O)[CH:5]=[CH:6][CH:7]=1.[ClH:18]. No catalyst specified. The product is [ClH:18].[NH2:9][CH:8]([C:12]1[CH:17]=[CH:16][CH:15]=[CH:14][CH:13]=1)[C:4]1[CH:3]=[C:2]([OH:1])[CH:7]=[CH:6][CH:5]=1. The yield is 0.979. (3) The reactants are [CH3:1][O:2][C@@H:3]([CH3:31])[CH2:4][N:5]1[C:17]2[C:16]3[CH:15]=[C:14]([C:18]4[CH:19]=[C:20](C(OCC)=O)[CH:21]=[N:22][CH:23]=4)[CH:13]=[CH:12][C:11]=3[N:10]=[CH:9][C:8]=2[N:7]([CH3:29])[C:6]1=[O:30].[CH3:32][Mg+].[Br-].C([O:38][CH2:39][CH3:40])(=O)C. The catalyst is O1CCCC1. The product is [OH:38][C:39]([C:20]1[CH:19]=[C:18]([C:14]2[CH:13]=[CH:12][C:11]3[N:10]=[CH:9][C:8]4[N:7]([CH3:29])[C:6](=[O:30])[N:5]([CH2:4][C@@H:3]([O:2][CH3:1])[CH3:31])[C:17]=4[C:16]=3[CH:15]=2)[CH:23]=[N:22][CH:21]=1)([CH3:40])[CH3:32]. The yield is 0.722. (4) The reactants are [O:1]1[CH:5]=[CH:4][CH:3]=[C:2]1[C:6]1[CH:7]=[C:8]([CH2:12][CH2:13][C:14]([O:16]CC)=[O:15])[CH:9]=[CH:10][CH:11]=1.[Li+].[OH-]. The catalyst is C1COCC1.O. The product is [O:1]1[CH:5]=[CH:4][CH:3]=[C:2]1[C:6]1[CH:7]=[C:8]([CH2:12][CH2:13][C:14]([OH:16])=[O:15])[CH:9]=[CH:10][CH:11]=1. The yield is 0.900.